This data is from Peptide-MHC class I binding affinity with 185,985 pairs from IEDB/IMGT. The task is: Regression. Given a peptide amino acid sequence and an MHC pseudo amino acid sequence, predict their binding affinity value. This is MHC class I binding data. (1) The peptide sequence is FPVRPQVPLR. The MHC is HLA-B51:01 with pseudo-sequence HLA-B51:01. The binding affinity (normalized) is 0. (2) The peptide sequence is RPWMLDKYF. The MHC is HLA-A11:01 with pseudo-sequence HLA-A11:01. The binding affinity (normalized) is 0.0847. (3) The peptide sequence is EIEPKLDGYY. The MHC is HLA-A23:01 with pseudo-sequence HLA-A23:01. The binding affinity (normalized) is 0. (4) The peptide sequence is LPQEFVSWF. The MHC is H-2-Ld with pseudo-sequence H-2-Ld. The binding affinity (normalized) is 0.670.